Dataset: Retrosynthesis with 50K atom-mapped reactions and 10 reaction types from USPTO. Task: Predict the reactants needed to synthesize the given product. The reactants are: COC(=O)[C@@H](N)Cc1ccc(-c2ccccc2)cc1.O=C(O)c1cnc(COc2cccc(OC(F)(F)F)c2)cn1. Given the product COC(=O)[C@H](Cc1ccc(-c2ccccc2)cc1)NC(=O)c1cnc(COc2cccc(OC(F)(F)F)c2)cn1, predict the reactants needed to synthesize it.